This data is from Peptide-MHC class I binding affinity with 185,985 pairs from IEDB/IMGT. The task is: Regression. Given a peptide amino acid sequence and an MHC pseudo amino acid sequence, predict their binding affinity value. This is MHC class I binding data. (1) The peptide sequence is SALRSPYPA. The MHC is H-2-Db with pseudo-sequence H-2-Db. The binding affinity (normalized) is 0.571. (2) The peptide sequence is WMRGRGRAL. The MHC is HLA-B44:02 with pseudo-sequence HLA-B44:02. The binding affinity (normalized) is 0.0847. (3) The peptide sequence is ERNPYENIL. The MHC is HLA-B39:01 with pseudo-sequence HLA-B39:01. The binding affinity (normalized) is 0.752. (4) The peptide sequence is LRARGETYGR. The MHC is Mamu-B03 with pseudo-sequence Mamu-B03. The binding affinity (normalized) is 0.00660. (5) The peptide sequence is NILMDSIFV. The MHC is HLA-A02:06 with pseudo-sequence HLA-A02:06. The binding affinity (normalized) is 0.525. (6) The peptide sequence is LSGLDSLDSY. The MHC is HLA-A24:02 with pseudo-sequence HLA-A24:02. The binding affinity (normalized) is 0. (7) The peptide sequence is PFRPTTGRTSL. The MHC is Patr-A0901 with pseudo-sequence Patr-A0901. The binding affinity (normalized) is 0.244.